Predict the reactants needed to synthesize the given product. From a dataset of Full USPTO retrosynthesis dataset with 1.9M reactions from patents (1976-2016). (1) Given the product [Br:20][CH2:17][C:14]1[CH:15]=[CH:16][C:11]([CH:3]([CH:2]([CH3:1])[CH2:18][CH3:19])[C:4]([O:6][C:7]([CH3:10])([CH3:8])[CH3:9])=[O:5])=[CH:12][CH:13]=1, predict the reactants needed to synthesize it. The reactants are: [CH3:1][CH:2]([CH2:18][CH3:19])[CH:3]([C:11]1[CH:16]=[CH:15][C:14]([CH3:17])=[CH:13][CH:12]=1)[C:4]([O:6][C:7]([CH3:10])([CH3:9])[CH3:8])=[O:5].[Br:20]N1C(=O)CCC1=O. (2) The reactants are: [N:1]([CH2:4][CH:5]1[NH:10][C:9]2[C:11](Br)=[CH:12][C:13]([F:15])=[CH:14][C:8]=2[O:7][CH2:6]1)=[N+:2]=[N-:3].[CH3:17][O:18][C:19]1[CH:24]=[CH:23][C:22](B(O)O)=[C:21]([CH3:28])[CH:20]=1. Given the product [N:1]([CH2:4][CH:5]1[NH:10][C:9]2[C:11]([C:22]3[CH:23]=[CH:24][C:19]([O:18][CH3:17])=[CH:20][C:21]=3[CH3:28])=[CH:12][C:13]([F:15])=[CH:14][C:8]=2[O:7][CH2:6]1)=[N+:2]=[N-:3], predict the reactants needed to synthesize it. (3) Given the product [Cl:1][C:2]1[CH:32]=[CH:31][C:5]([CH2:6][N:7]2[C:11]3[CH:12]=[C:13]([N:17]4[CH2:22][CH2:21][N:20]([C:33](=[O:35])[CH3:34])[CH2:19][CH2:18]4)[C:14]([F:16])=[CH:15][C:10]=3[N:9]=[C:8]2[CH2:23][O:24][C:25]2[CH:30]=[CH:29][CH:28]=[CH:27][CH:26]=2)=[CH:4][CH:3]=1, predict the reactants needed to synthesize it. The reactants are: [Cl:1][C:2]1[CH:32]=[CH:31][C:5]([CH2:6][N:7]2[C:11]3[CH:12]=[C:13]([N:17]4[CH2:22][CH2:21][NH:20][CH2:19][CH2:18]4)[C:14]([F:16])=[CH:15][C:10]=3[N:9]=[C:8]2[CH2:23][O:24][C:25]2[CH:30]=[CH:29][CH:28]=[CH:27][CH:26]=2)=[CH:4][CH:3]=1.[C:33](Cl)(=[O:35])[CH3:34]. (4) Given the product [Cl:1][C:2]1[CH:7]=[CH:6][C:5]([C:8]2[CH:13]=[C:12]([C:14]([F:17])([F:16])[F:15])[N:11]3[N:18]=[CH:19][C:20]([C:21]4[O:22][N:33]=[C:31]([C:28]5[CH:27]=[N:26][C:25]([NH2:24])=[N:30][CH:29]=5)[N:32]=4)=[C:10]3[N:9]=2)=[CH:4][CH:3]=1, predict the reactants needed to synthesize it. The reactants are: [Cl:1][C:2]1[CH:7]=[CH:6][C:5]([C:8]2[CH:13]=[C:12]([C:14]([F:17])([F:16])[F:15])[N:11]3[N:18]=[CH:19][C:20]([C:21](O)=[O:22])=[C:10]3[N:9]=2)=[CH:4][CH:3]=1.[NH2:24][C:25]1[N:30]=[CH:29][C:28]([C:31]([NH:33]O)=[NH:32])=[CH:27][N:26]=1. (5) Given the product [F:1][C:2]1[CH:3]=[CH:4][C:5]([C:6]([CH:8]2[CH2:13][CH2:12][N:11]([CH2:17][CH:18]([O:16][CH2:30][CH3:31])[CH2:19][O:20][C:21]3[CH:22]=[CH:23][CH:24]=[CH:25][CH:26]=3)[CH2:10][CH2:9]2)=[O:7])=[CH:14][CH:15]=1, predict the reactants needed to synthesize it. The reactants are: [F:1][C:2]1[CH:15]=[CH:14][C:5]([C:6]([CH:8]2[CH2:13][CH2:12][NH:11][CH2:10][CH2:9]2)=[O:7])=[CH:4][CH:3]=1.[O:16]1[CH:18]([CH2:19][O:20][C:21]2[CH:26]=[CH:25][CH:24]=[CH:23][CH:22]=2)[CH2:17]1.[H-].[Na+].I[CH2:30][CH3:31].